From a dataset of Reaction yield outcomes from USPTO patents with 853,638 reactions. Predict the reaction yield, written as a fraction of the theoretical maximum amount of product (1.0 means a 100% yield; for example, 0.34 means a 34% yield). The reactants are [Cl:1][C:2]1[CH:3]=[C:4]([C@H:9]2[CH2:14][C@@H:13]([C:15](=[O:22])[CH2:16][C:17](OCC)=[O:18])[CH2:12][CH2:11][N:10]2[C:23]([O:25][CH3:26])=[O:24])[CH:5]=[C:6]([Cl:8])[CH:7]=1.[OH-].[Na+].[NH2:29]O.Cl. The catalyst is CO.O. The product is [Cl:1][C:2]1[CH:3]=[C:4]([C@H:9]2[CH2:14][C@@H:13]([C:15]3[O:22][NH:29][C:17](=[O:18])[CH:16]=3)[CH2:12][CH2:11][N:10]2[C:23]([O:25][CH3:26])=[O:24])[CH:5]=[C:6]([Cl:8])[CH:7]=1. The yield is 0.607.